This data is from Full USPTO retrosynthesis dataset with 1.9M reactions from patents (1976-2016). The task is: Predict the reactants needed to synthesize the given product. (1) Given the product [ClH:21].[NH2:1][C:4]1[CH:9]=[CH:8][C:7](/[CH:10]=[CH:11]/[C:12]2[C:20]3[C:15](=[CH:16][CH:17]=[CH:18][CH:19]=3)[NH:14][N:13]=2)=[CH:6][CH:5]=1, predict the reactants needed to synthesize it. The reactants are: [N+:1]([C:4]1[CH:9]=[CH:8][C:7](/[CH:10]=[CH:11]/[C:12]2[C:20]3[C:15](=[CH:16][CH:17]=[CH:18][CH:19]=3)[NH:14][N:13]=2)=[CH:6][CH:5]=1)([O-])=O.[ClH:21].[Sn]. (2) The reactants are: [Br:1][C:2]1[C:3]2[O:10][C:9]([C:11]3[O:12]CC(C)(C)N=3)=[C:8]([NH:18][C:19]3[CH:24]=[CH:23][C:22]([I:25])=[CH:21][C:20]=3[F:26])[C:4]=2[CH:5]=[N:6][CH:7]=1.Cl.[OH-:28].[Na+]. Given the product [Br:1][C:2]1[C:3]2[O:10][C:9]([C:11]([OH:28])=[O:12])=[C:8]([NH:18][C:19]3[CH:24]=[CH:23][C:22]([I:25])=[CH:21][C:20]=3[F:26])[C:4]=2[CH:5]=[N:6][CH:7]=1, predict the reactants needed to synthesize it. (3) Given the product [ClH:24].[F:1][C@@H:2]1[C@@H:7]([C:8]2[CH:13]=[CH:12][C:11]([O:14][CH3:15])=[C:10]([F:16])[CH:9]=2)[CH2:6][CH2:5][NH:4][CH2:3]1, predict the reactants needed to synthesize it. The reactants are: [F:1][C@@H:2]1[C@@H:7]([C:8]2[CH:13]=[CH:12][C:11]([O:14][CH3:15])=[C:10]([F:16])[CH:9]=2)[CH2:6][CH2:5][N:4](C(OC(C)(C)C)=O)[CH2:3]1.[ClH:24].